This data is from Reaction yield outcomes from USPTO patents with 853,638 reactions. The task is: Predict the reaction yield, written as a fraction of the theoretical maximum amount of product (1.0 means a 100% yield; for example, 0.34 means a 34% yield). (1) The reactants are [Br:1][C:2]1[CH:3]=[CH:4][C:5]([OH:18])=[C:6]([C:8](=[O:17])[CH2:9][C:10]2[CH:15]=[CH:14][CH:13]=[C:12]([F:16])[CH:11]=2)[CH:7]=1.[C:19](OC(=O)CC)(=O)[CH2:20][CH3:21].Cl. The catalyst is C(N(CC)CC)C. The product is [Br:1][C:2]1[CH:7]=[C:6]2[C:5](=[CH:4][CH:3]=1)[O:18][C:19]([CH2:20][CH3:21])=[C:9]([C:10]1[CH:15]=[CH:14][CH:13]=[C:12]([F:16])[CH:11]=1)[C:8]2=[O:17]. The yield is 0.390. (2) The reactants are [CH3:1][C:2]1[CH:7]=[C:6]([C:8]2[CH:9]=[CH:10][C:11]3[N:17]4[CH2:18][C@H:14]([CH2:15][CH2:16]4)[NH:13][C:12]=3[N:19]=2)[CH:5]=[CH:4][N:3]=1.ClC(Cl)(O[C:24](=[O:30])OC(Cl)(Cl)Cl)Cl.C(N(CC)CC)C.[NH:39]1[CH2:44][CH2:43][CH2:42][CH2:41][CH2:40]1. The catalyst is O1CCCC1. The product is [CH3:1][C:2]1[CH:7]=[C:6]([C:8]2[CH:9]=[CH:10][C:11]3[N:17]4[CH2:18][C@H:14]([CH2:15][CH2:16]4)[N:13]([C:24]([N:39]4[CH2:44][CH2:43][CH2:42][CH2:41][CH2:40]4)=[O:30])[C:12]=3[N:19]=2)[CH:5]=[CH:4][N:3]=1. The yield is 0.210. (3) The reactants are [Cl:1][C:2]1[CH:3]=[C:4]([C:9]2[CH:10]=[C:11]([C:29]([O:31]C)=O)[C:12]3[NH:13][C:14]4[CH:15]=[C:16]([N:22]5[CH2:27][CH2:26][N:25]([CH3:28])[CH2:24][CH2:23]5)[CH:17]=[CH:18][C:19]=4[C:20]=3[N:21]=2)[CH:5]=[CH:6][C:7]=1[OH:8].[NH3:33]. The catalyst is CO. The product is [Cl:1][C:2]1[CH:3]=[C:4]([C:9]2[CH:10]=[C:11]([C:29]([NH2:33])=[O:31])[C:12]3[NH:13][C:14]4[CH:15]=[C:16]([N:22]5[CH2:23][CH2:24][N:25]([CH3:28])[CH2:26][CH2:27]5)[CH:17]=[CH:18][C:19]=4[C:20]=3[N:21]=2)[CH:5]=[CH:6][C:7]=1[OH:8]. The yield is 0.740. (4) The reactants are [C:1]([O:5][C:6](=[O:20])[CH2:7][C@H:8]([CH2:12][C@H:13]([CH3:19])[CH2:14][CH2:15][CH2:16][CH2:17][CH3:18])[C:9](O)=[O:10])([CH3:4])([CH3:3])[CH3:2]. The catalyst is C1COCC1. The product is [C:1]([O:5][C:6](=[O:20])[CH2:7][C@@H:8]([CH2:9][OH:10])[CH2:12][C@H:13]([CH3:19])[CH2:14][CH2:15][CH2:16][CH2:17][CH3:18])([CH3:2])([CH3:4])[CH3:3]. The yield is 0.680.